Task: Predict the reactants needed to synthesize the given product.. Dataset: Full USPTO retrosynthesis dataset with 1.9M reactions from patents (1976-2016) (1) Given the product [CH3:1][C:2]1[CH:6]=[C:5]([CH3:7])[N:4]([CH2:8][CH2:9][NH:10][C:12]2[CH:17]=[C:16]([C:18]3[CH:23]=[CH:22][CH:21]=[C:20]([CH3:24])[C:19]=3[CH3:25])[N:15]=[C:14]([NH2:26])[N:13]=2)[N:3]=1, predict the reactants needed to synthesize it. The reactants are: [CH3:1][C:2]1[CH:6]=[C:5]([CH3:7])[N:4]([CH2:8][CH2:9][NH2:10])[N:3]=1.Cl[C:12]1[CH:17]=[C:16]([C:18]2[CH:23]=[CH:22][CH:21]=[C:20]([CH3:24])[C:19]=2[CH3:25])[N:15]=[C:14]([NH2:26])[N:13]=1. (2) Given the product [Cl:12][C:13]1[CH:14]=[CH:15][C:16]([CH:19]2[CH:23]([C:24]3[CH:29]=[CH:28][C:27]([Cl:30])=[CH:26][CH:25]=3)[N:22]([C:1]([Cl:4])=[O:2])[C:21]([C:31]3[CH:36]=[CH:35][CH:34]=[CH:33][C:32]=3[O:37][CH:38]([CH3:40])[CH3:39])=[N:20]2)=[CH:17][CH:18]=1, predict the reactants needed to synthesize it. The reactants are: [C:1]([Cl:4])(Cl)=[O:2].C(N(CC)CC)C.[Cl:12][C:13]1[CH:18]=[CH:17][C:16]([CH:19]2[CH:23]([C:24]3[CH:29]=[CH:28][C:27]([Cl:30])=[CH:26][CH:25]=3)[NH:22][C:21]([C:31]3[CH:36]=[CH:35][CH:34]=[CH:33][C:32]=3[O:37][CH:38]([CH3:40])[CH3:39])=[N:20]2)=[CH:15][CH:14]=1. (3) Given the product [Cl:28][C:29]1[CH:30]=[C:31]2[C:37]([C:15]3[N:14]=[C:13]([N:11]4[CH2:12][C@H:9]([OH:8])[C@H:10]4[C:20]([NH:22][CH2:23][C:24]([F:25])([F:26])[F:27])=[O:21])[CH:18]=[N:17][CH:16]=3)=[CH:36][NH:35][C:32]2=[N:33][CH:34]=1, predict the reactants needed to synthesize it. The reactants are: [Si]([O:8][C@H:9]1[CH2:12][N:11]([C:13]2[CH:18]=[N:17][CH:16]=[C:15](Cl)[N:14]=2)[C@@H:10]1[C:20]([NH:22][CH2:23][C:24]([F:27])([F:26])[F:25])=[O:21])(C(C)(C)C)(C)C.[Cl:28][C:29]1[CH:30]=[C:31]2[C:37](B3OC(C)(C)C(C)(C)O3)=[CH:36][N:35](S(C3C=CC(C)=CC=3)(=O)=O)[C:32]2=[N:33][CH:34]=1.C([O-])([O-])=O.[Na+].[Na+].N#N. (4) Given the product [N:1]1([C:20]([O:22][C:23]([CH3:26])([CH3:25])[CH3:24])=[O:21])[CH2:8][CH2:7][CH2:6][CH:2]1[C:3]([O:5][CH3:13])=[O:4], predict the reactants needed to synthesize it. The reactants are: [NH:1]1[CH2:8][CH2:7][CH2:6][CH:2]1[C:3]([OH:5])=[O:4].S(Cl)(Cl)=O.[CH2:13](N(CC)CC)C.[C:20](O[C:20]([O:22][C:23]([CH3:26])([CH3:25])[CH3:24])=[O:21])([O:22][C:23]([CH3:26])([CH3:25])[CH3:24])=[O:21].